Task: Predict which catalyst facilitates the given reaction.. Dataset: Catalyst prediction with 721,799 reactions and 888 catalyst types from USPTO (1) Reactant: [O:1]1[C:5]2[CH:6]=[CH:7][C:8]([C:10]3([C:13]([OH:15])=O)[CH2:12][CH2:11]3)=[CH:9][C:4]=2[O:3][CH2:2]1.S(Cl)(Cl)=O.CCN(CC)CC.[NH2:27][C:28]1[CH:29]=[C:30]2[C:34](=[CH:35][CH:36]=1)[NH:33][C:32]([C:37]([CH3:43])([CH3:42])[CH2:38][CH2:39][C:40]#[N:41])=[CH:31]2. Product: [O:1]1[C:5]2[CH:6]=[CH:7][C:8]([C:10]3([C:13]([NH:27][C:28]4[CH:29]=[C:30]5[C:34](=[CH:35][CH:36]=4)[NH:33][C:32]([C:37]([CH3:43])([CH2:38][CH2:39][C:40]#[N:41])[CH3:42])=[CH:31]5)=[O:15])[CH2:11][CH2:12]3)=[CH:9][C:4]=2[O:3][CH2:2]1. The catalyst class is: 139. (2) Reactant: [F:1][C:2]([F:44])([F:43])[C:3]1[CH:4]=[C:5]([CH:36]=[C:37]([C:39]([F:42])([F:41])[F:40])[CH:38]=1)[CH2:6][N:7]([CH2:15][C:16]1[C:17]([N:27]([CH2:32][CH:33]2[CH2:35][CH2:34]2)[CH2:28][CH:29]2[CH2:31][CH2:30]2)=[N:18][C:19]2[C:24]([CH:25]=1)=[CH:23][CH:22]=[CH:21][C:20]=2[CH3:26])[C:8]1[N:13]=[C:12](Cl)[N:11]=[CH:10][N:9]=1.C(N(C(C)C)CC)(C)C.[NH:54]1[CH2:59][CH2:58][O:57][CH2:56][CH2:55]1. Product: [F:1][C:2]([F:44])([F:43])[C:3]1[CH:4]=[C:5]([CH:36]=[C:37]([C:39]([F:42])([F:41])[F:40])[CH:38]=1)[CH2:6][N:7]([CH2:15][C:16]1[C:17]([N:27]([CH2:32][CH:33]2[CH2:35][CH2:34]2)[CH2:28][CH:29]2[CH2:31][CH2:30]2)=[N:18][C:19]2[C:24]([CH:25]=1)=[CH:23][CH:22]=[CH:21][C:20]=2[CH3:26])[C:8]1[N:13]=[C:12]([N:54]2[CH2:59][CH2:58][O:57][CH2:56][CH2:55]2)[N:11]=[CH:10][N:9]=1. The catalyst class is: 31. (3) Reactant: [CH2:1]([C:5]1[N:10]=[C:9]([CH3:11])[N:8]([C:12]2[CH:13]=[C:14]3[C:18](=[CH:19][CH:20]=2)[CH:17]([OH:21])[CH2:16][CH2:15]3)[C:7](=[O:22])[C:6]=1[CH2:23][C:24]1[CH:29]=[CH:28][C:27]([C:30]2[CH:35]=[CH:34][CH:33]=[CH:32][C:31]=2[C:36]2[NH:40][C:39](=[O:41])[O:38][N:37]=2)=[CH:26][CH:25]=1)[CH2:2][CH2:3][CH3:4].CC(OI1(OC(C)=O)(OC(C)=O)OC(=O)C2C1=CC=CC=2)=O.C(OCC)(=O)C.S([O-])([O-])(=O)=S.[Na+].[Na+]. Product: [CH2:1]([C:5]1[N:10]=[C:9]([CH3:11])[N:8]([C:12]2[CH:13]=[C:14]3[C:18](=[CH:19][CH:20]=2)[C:17](=[O:21])[CH2:16][CH2:15]3)[C:7](=[O:22])[C:6]=1[CH2:23][C:24]1[CH:29]=[CH:28][C:27]([C:30]2[CH:35]=[CH:34][CH:33]=[CH:32][C:31]=2[C:36]2[NH:40][C:39](=[O:41])[O:38][N:37]=2)=[CH:26][CH:25]=1)[CH2:2][CH2:3][CH3:4]. The catalyst class is: 47. (4) Reactant: [C:1]([Si:3]([CH:10]([CH3:12])[CH3:11])([CH:7]([CH3:9])[CH3:8])[CH:4]([CH3:6])[CH3:5])#[CH:2].[Li]CCCC.[CH:18]1([CH2:21][CH:22]=[O:23])[CH2:20][CH2:19]1. Product: [CH:18]1([CH2:21][CH:22]([OH:23])[C:2]#[C:1][Si:3]([CH:7]([CH3:9])[CH3:8])([CH:4]([CH3:6])[CH3:5])[CH:10]([CH3:12])[CH3:11])[CH2:20][CH2:19]1. The catalyst class is: 7. (5) Reactant: [NH2:1][C:2]1[CH:15]=[CH:14][CH:13]=[CH:12][C:3]=1[CH2:4][N:5]1[CH2:10][CH2:9][O:8][CH2:7][C:6]1=[O:11].C(N(CC)CC)C.[F:23][C:24]([F:37])([F:36])[S:25](O[S:25]([C:24]([F:37])([F:36])[F:23])(=[O:27])=[O:26])(=[O:27])=[O:26].[Cl-].[NH4+]. Product: [F:23][C:24]([F:37])([F:36])[S:25]([NH:1][C:2]1[CH:15]=[CH:14][CH:13]=[CH:12][C:3]=1[CH2:4][N:5]1[CH2:10][CH2:9][O:8][CH2:7][C:6]1=[O:11])(=[O:27])=[O:26]. The catalyst class is: 526.